Dataset: Reaction yield outcomes from USPTO patents with 853,638 reactions. Task: Predict the reaction yield, written as a fraction of the theoretical maximum amount of product (1.0 means a 100% yield; for example, 0.34 means a 34% yield). (1) The reactants are C(O[C:4](=[O:25])[CH2:5][C:6](=O)[CH2:7][CH2:8][CH2:9][CH2:10][CH2:11][CH2:12][CH2:13][CH2:14][CH2:15][CH2:16][CH2:17][CH2:18][CH2:19][CH2:20][CH2:21][CH2:22][CH3:23])C.[C:26]1([NH:32][C:33]([NH:35][C:36]([NH2:38])=[NH:37])=[NH:34])[CH:31]=[CH:30][CH:29]=[CH:28][CH:27]=1. The catalyst is C(O)C. The product is [CH2:7]([C:6]1[N:37]=[C:36]([NH:35][C:33]([NH:32][C:26]2[CH:31]=[CH:30][CH:29]=[CH:28][CH:27]=2)=[NH:34])[NH:38][C:4](=[O:25])[CH:5]=1)[CH2:8][CH2:9][CH2:10][CH2:11][CH2:12][CH2:13][CH2:14][CH2:15][CH2:16][CH2:17][CH2:18][CH2:19][CH2:20][CH2:21][CH2:22][CH3:23]. The yield is 0.580. (2) The reactants are [OH-].[Na+].[Cl:3][C:4]1[C:5]([C:33]2[N:37]3[CH:38]=[CH:39][CH:40]=[C:41]([F:42])[C:36]3=[N:35][CH:34]=2)=[N:6][C:7]([NH:10][C:11]2[CH:16]=[CH:15][C:14]([N:17]3[CH2:22][CH2:21][CH:20]([C:23]([O:25]C(CCC)C)=[O:24])[CH2:19][CH2:18]3)=[CH:13][C:12]=2[O:31][CH3:32])=[N:8][CH:9]=1. The catalyst is CO. The product is [Cl:3][C:4]1[C:5]([C:33]2[N:37]3[CH:38]=[CH:39][CH:40]=[C:41]([F:42])[C:36]3=[N:35][CH:34]=2)=[N:6][C:7]([NH:10][C:11]2[CH:16]=[CH:15][C:14]([N:17]3[CH2:22][CH2:21][CH:20]([C:23]([OH:25])=[O:24])[CH2:19][CH2:18]3)=[CH:13][C:12]=2[O:31][CH3:32])=[N:8][CH:9]=1. The yield is 0.990. (3) The reactants are Br[C:2]1[S:3][C:4]2[CH2:5][C:6]3[C:12]([C:13]4[CH:18]=[CH:17][C:16]([O:19][CH3:20])=[CH:15][CH:14]=4)=[N:11][N:10]([CH2:21][O:22][CH2:23][CH2:24][Si:25]([CH3:28])([CH3:27])[CH3:26])[C:7]=3[C:8]=2[CH:9]=1.[F:29][C:30]1[CH:31]=[C:32](B2OC(C)(C)C(C)(C)O2)[CH:33]=[CH:34][C:35]=1[F:36].C([O-])([O-])=O.[Na+].[Na+]. The catalyst is C1(C)C=CC=CC=1.C(O)C.Cl[Pd](Cl)([P](C1C=CC=CC=1)(C1C=CC=CC=1)C1C=CC=CC=1)[P](C1C=CC=CC=1)(C1C=CC=CC=1)C1C=CC=CC=1. The product is [F:29][C:30]1[CH:31]=[C:32]([C:2]2[S:3][C:4]3[CH2:5][C:6]4[C:12]([C:13]5[CH:18]=[CH:17][C:16]([O:19][CH3:20])=[CH:15][CH:14]=5)=[N:11][N:10]([CH2:21][O:22][CH2:23][CH2:24][Si:25]([CH3:26])([CH3:28])[CH3:27])[C:7]=4[C:8]=3[CH:9]=2)[CH:33]=[CH:34][C:35]=1[F:36]. The yield is 0.650. (4) The reactants are Cl[C:2]1[CH:11]=[C:10]([CH2:12][O:13][CH3:14])[C:9]2[C:4](=[CH:5][C:6]([Cl:15])=[CH:7][CH:8]=2)[N:3]=1.[CH2:16]([O:18][C:19]1[CH:20]=[C:21]([CH:30]=[CH:31][C:32]=1[O:33][CH3:34])[CH2:22][N:23]1[CH2:28][CH2:27][CH:26]([NH2:29])[CH2:25][CH2:24]1)[CH3:17]. The catalyst is CN1C(=O)CCC1. The product is [Cl:15][C:6]1[CH:5]=[C:4]2[C:9]([C:10]([CH2:12][O:13][CH3:14])=[CH:11][C:2]([NH:29][CH:26]3[CH2:27][CH2:28][N:23]([CH2:22][C:21]4[CH:30]=[CH:31][C:32]([O:33][CH3:34])=[C:19]([O:18][CH2:16][CH3:17])[CH:20]=4)[CH2:24][CH2:25]3)=[N:3]2)=[CH:8][CH:7]=1. The yield is 0.140.